This data is from NCI-60 drug combinations with 297,098 pairs across 59 cell lines. The task is: Regression. Given two drug SMILES strings and cell line genomic features, predict the synergy score measuring deviation from expected non-interaction effect. (1) Drug 1: C1CN1P(=S)(N2CC2)N3CC3. Drug 2: C(CC(=O)O)C(=O)CN.Cl. Cell line: SK-MEL-5. Synergy scores: CSS=21.6, Synergy_ZIP=-3.43, Synergy_Bliss=-2.06, Synergy_Loewe=-13.9, Synergy_HSA=0.755. (2) Drug 1: CS(=O)(=O)OCCCCOS(=O)(=O)C. Drug 2: C1CCC(C(C1)N)N.C(=O)(C(=O)[O-])[O-].[Pt+4]. Cell line: NCI-H226. Synergy scores: CSS=-3.88, Synergy_ZIP=2.29, Synergy_Bliss=0.677, Synergy_Loewe=-12.5, Synergy_HSA=-5.07. (3) Drug 1: C1CCC(C1)C(CC#N)N2C=C(C=N2)C3=C4C=CNC4=NC=N3. Drug 2: CNC(=O)C1=CC=CC=C1SC2=CC3=C(C=C2)C(=NN3)C=CC4=CC=CC=N4. Cell line: A549. Synergy scores: CSS=16.8, Synergy_ZIP=-3.09, Synergy_Bliss=4.48, Synergy_Loewe=3.15, Synergy_HSA=4.70. (4) Drug 1: CN(C(=O)NC(C=O)C(C(C(CO)O)O)O)N=O. Drug 2: C(CCl)NC(=O)N(CCCl)N=O. Cell line: UACC-257. Synergy scores: CSS=40.1, Synergy_ZIP=-0.0404, Synergy_Bliss=0.701, Synergy_Loewe=-8.60, Synergy_HSA=-0.277. (5) Drug 1: CNC(=O)C1=CC=CC=C1SC2=CC3=C(C=C2)C(=NN3)C=CC4=CC=CC=N4. Drug 2: C1=CC(=CC=C1CCCC(=O)O)N(CCCl)CCCl. Cell line: UACC62. Synergy scores: CSS=35.2, Synergy_ZIP=-5.04, Synergy_Bliss=-1.74, Synergy_Loewe=-1.03, Synergy_HSA=-0.825.